This data is from Full USPTO retrosynthesis dataset with 1.9M reactions from patents (1976-2016). The task is: Predict the reactants needed to synthesize the given product. (1) Given the product [F:1][C:2]1[CH:7]=[C:6]([C:8]2[CH:31]=[CH:32][CH:33]=[CH:28][C:29]=2[S:34]([N:37]2[CH2:42][CH2:41][CH2:40][CH2:39][CH2:38]2)(=[O:36])=[O:35])[CH:5]=[CH:4][C:3]=1[C:17]1[CH:26]=[N:25][C:24]2[NH:23][CH2:22][CH2:21][O:20][C:19]=2[CH:18]=1, predict the reactants needed to synthesize it. The reactants are: [F:1][C:2]1[CH:7]=[C:6]([CH:8]2OC(C)(C)C(C)(C)O2)[CH:5]=[CH:4][C:3]=1[C:17]1[CH:26]=[N:25][C:24]2[NH:23][CH2:22][CH2:21][O:20][C:19]=2[CH:18]=1.Br[C:28]1[CH:33]=[CH:32][CH:31]=C[C:29]=1[S:34]([N:37]1[CH2:42][CH2:41][CH2:40][CH2:39][CH2:38]1)(=[O:36])=[O:35]. (2) Given the product [Br:13][C:10]1[CH:11]=[CH:12][C:3]([O:2][CH3:1])=[C:4]2[C:9]=1[CH:8]=[N:7][CH:6]=[CH:5]2, predict the reactants needed to synthesize it. The reactants are: [CH3:1][O:2][C:3]1[CH:12]=[CH:11][CH:10]=[C:9]2[C:4]=1[CH:5]=[CH:6][N:7]=[CH:8]2.[Br:13]Br. (3) Given the product [CH2:1]([O:3][CH:4]([O:20][CH2:21][CH3:22])[C:5]1[CH:6]=[C:7]([Cl:30])[N:8]=[C:9]([S:11][CH2:12][C:13]2[CH:18]=[CH:17][CH:16]=[CH:15][CH:14]=2)[N:10]=1)[CH3:2], predict the reactants needed to synthesize it. The reactants are: [CH2:1]([O:3][CH:4]([O:20][CH2:21][CH3:22])[C:5]1[NH:10][C:9]([S:11][CH2:12][C:13]2[CH:18]=[CH:17][CH:16]=[CH:15][CH:14]=2)=[N:8][C:7](=O)[CH:6]=1)[CH3:2].CN(C)C=O.P(Cl)(Cl)([Cl:30])=O.C(=O)([O-])[O-].[Na+].[Na+]. (4) Given the product [O:18]1[C:14]2([CH2:19][CH2:20][C:11]([C:8]3[CH:7]=[CH:6][N:5]=[CH:10][CH:9]=3)=[CH:12][CH2:13]2)[O:15][CH2:16][CH2:17]1, predict the reactants needed to synthesize it. The reactants are: S(Cl)(Cl)=O.[N:5]1[CH:10]=[CH:9][C:8]([C:11]2(O)[CH2:20][CH2:19][C:14]3([O:18][CH2:17][CH2:16][O:15]3)[CH2:13][CH2:12]2)=[CH:7][CH:6]=1.N1C=CC=CC=1.C(=O)(O)[O-].[Na+].